This data is from Reaction yield outcomes from USPTO patents with 853,638 reactions. The task is: Predict the reaction yield, written as a fraction of the theoretical maximum amount of product (1.0 means a 100% yield; for example, 0.34 means a 34% yield). (1) The reactants are [NH2:1][C:2]1[N:10]=[CH:9][N:8]=[C:7]2[C:3]=1[N:4]=[CH:5][N:6]2[C@H:11]1[C@@H:15]2[O:16]C(C)(C)[O:18][C@@H:14]2[C@@H:13]([CH2:21][N:22]([CH3:32])[CH:23]2[CH2:26][CH:25]([CH2:27][CH2:28][C:29](O)=O)[CH2:24]2)[O:12]1.[O:33]1[CH2:36][CH:35]([C:37]2[CH:38]=[C:39]([NH2:44])[C:40]([NH2:43])=[CH:41][CH:42]=2)[CH2:34]1.C(N(CC)C(C)C)(C)C. The catalyst is C(Cl)Cl. The product is [NH2:1][C:2]1[N:10]=[CH:9][N:8]=[C:7]2[C:3]=1[N:4]=[CH:5][N:6]2[C@H:11]1[C@H:15]([OH:16])[C@H:14]([OH:18])[C@@H:13]([CH2:21][N:22]([CH3:32])[CH:23]2[CH2:26][CH:25]([CH2:27][CH2:28][C:29]3[NH:43][C:40]4[CH:41]=[CH:42][C:37]([CH:35]5[CH2:36][O:33][CH2:34]5)=[CH:38][C:39]=4[N:44]=3)[CH2:24]2)[O:12]1. The yield is 0.820. (2) The reactants are Br[C:2]1[C:3](=[O:10])[N:4]([CH3:9])[N:5]=[C:6]([Cl:8])[CH:7]=1.[CH3:11][N:12]1[CH2:17][CH2:16][N:15]([C:18]2[CH:19]=[CH:20][C:21]([NH2:24])=[N:22][CH:23]=2)[CH2:14][CH2:13]1.C(=O)([O-])[O-].[Cs+].[Cs+].CC1(C)C2C(=C(P(C3C=CC=CC=3)C3C=CC=CC=3)C=CC=2)OC2C(P(C3C=CC=CC=3)C3C=CC=CC=3)=CC=CC1=2. The catalyst is C1C=CC(/C=C/C(/C=C/C2C=CC=CC=2)=O)=CC=1.C1C=CC(/C=C/C(/C=C/C2C=CC=CC=2)=O)=CC=1.C1C=CC(/C=C/C(/C=C/C2C=CC=CC=2)=O)=CC=1.[Pd].[Pd].O1CCOCC1. The product is [Cl:8][C:6]1[CH:7]=[C:2]([NH:24][C:21]2[CH:20]=[CH:19][C:18]([N:15]3[CH2:16][CH2:17][N:12]([CH3:11])[CH2:13][CH2:14]3)=[CH:23][N:22]=2)[C:3](=[O:10])[N:4]([CH3:9])[N:5]=1. The yield is 0.530. (3) The reactants are [CH3:1][O:2][C:3]([C:5]1[S:12][C:11]2[CH:10]=[C:9]([C:13]3[CH:14]=[C:15]4[C:20](=[CH:21][CH:22]=3)[N:19]=[C:18](Cl)[CH:17]=[CH:16]4)[NH:8][C:7]=2[CH:6]=1)=[O:4].[CH3:24][C:25]1[S:26][C:27](B2OC(C)(C)C(C)(C)O2)=[C:28]([CH3:30])[N:29]=1.[O-]P([O-])([O-])=O.[K+].[K+].[K+]. The catalyst is C1C=CC([P]([Pd]([P](C2C=CC=CC=2)(C2C=CC=CC=2)C2C=CC=CC=2)([P](C2C=CC=CC=2)(C2C=CC=CC=2)C2C=CC=CC=2)[P](C2C=CC=CC=2)(C2C=CC=CC=2)C2C=CC=CC=2)(C2C=CC=CC=2)C2C=CC=CC=2)=CC=1.O1CCOCC1. The product is [CH3:1][O:2][C:3]([C:5]1[S:12][C:11]2[CH:10]=[C:9]([C:13]3[CH:14]=[C:15]4[C:20](=[CH:21][CH:22]=3)[N:19]=[C:18]([C:27]3[S:26][C:25]([CH3:24])=[N:29][C:28]=3[CH3:30])[CH:17]=[CH:16]4)[NH:8][C:7]=2[CH:6]=1)=[O:4]. The yield is 0.810. (4) The reactants are [CH2:1]([C@@H:5]1[NH:11][CH2:10][CH2:9][C@@H:8]([C:12]2[CH:17]=[CH:16][CH:15]=[CH:14][CH:13]=2)[NH:7][C:6]1=[O:18])[CH:2]([CH3:4])[CH3:3].[F:19][C:20]1[CH:25]=[CH:24][C:23]([C:26]2[O:30][N:29]=[C:28]([C:31](O)=[O:32])[CH:27]=2)=[CH:22][CH:21]=1.C([C@@H]1N(C(=O)/C=C/C2C=CC=CC=2)C[C@H](CC(C)C)NC1=O)C(C)C. No catalyst specified. The product is [F:19][C:20]1[CH:21]=[CH:22][C:23]([C:26]2[O:30][N:29]=[C:28]([C:31]([N:11]3[CH2:10][CH2:9][C@@H:8]([C:12]4[CH:13]=[CH:14][CH:15]=[CH:16][CH:17]=4)[NH:7][C:6](=[O:18])[C@@H:5]3[CH2:1][CH:2]([CH3:4])[CH3:3])=[O:32])[CH:27]=2)=[CH:24][CH:25]=1. The yield is 0.215.